Dataset: Aqueous solubility values for 9,982 compounds from the AqSolDB database. Task: Regression/Classification. Given a drug SMILES string, predict its absorption, distribution, metabolism, or excretion properties. Task type varies by dataset: regression for continuous measurements (e.g., permeability, clearance, half-life) or binary classification for categorical outcomes (e.g., BBB penetration, CYP inhibition). For this dataset (solubility_aqsoldb), we predict Y. (1) The drug is COC(=O)CSc1cc(N=c2sc(=O)n3n2CCCC3)c(F)cc1Cl. The Y is -5.68 log mol/L. (2) The drug is CC(C)[N+](=O)[O-]. The Y is -0.615 log mol/L. (3) The drug is O=C(NO)c1ccc([N+](=O)[O-])cc1. The Y is -1.94 log mol/L. (4) The drug is O=C(O)CCCOc1cc(Cl)c(Cl)cc1Cl. The Y is -3.83 log mol/L.